Predict the product of the given reaction. From a dataset of Forward reaction prediction with 1.9M reactions from USPTO patents (1976-2016). (1) Given the reactants [CH2:1]([O:8][C:9]1[CH:14]=[C:13]([O:15][CH2:16][C:17]2[CH:22]=[CH:21][CH:20]=[CH:19][CH:18]=2)[C:12]([CH:23]([CH3:25])[CH3:24])=[CH:11][C:10]=1[C:26]1[O:30][N:29]=[C:28]([C:31]([NH:33][CH2:34][CH3:35])=[O:32])[C:27]=1I)[C:2]1[CH:7]=[CH:6][CH:5]=[CH:4][CH:3]=1.[S:37]1[CH:41]=[CH:40][C:39]([C:42]2[CH:46]=[C:45]([Sn](CCCC)(CCCC)CCCC)[O:44][N:43]=2)=[CH:38]1, predict the reaction product. The product is: [CH2:1]([O:8][C:9]1[CH:14]=[C:13]([O:15][CH2:16][C:17]2[CH:22]=[CH:21][CH:20]=[CH:19][CH:18]=2)[C:12]([CH:23]([CH3:25])[CH3:24])=[CH:11][C:10]=1[C:26]1[O:30][N:29]=[C:28]([C:31]([NH:33][CH2:34][CH3:35])=[O:32])[C:27]=1[C:45]1[O:44][N:43]=[C:42]([C:39]2[CH:40]=[CH:41][S:37][CH:38]=2)[CH:46]=1)[C:2]1[CH:7]=[CH:6][CH:5]=[CH:4][CH:3]=1. (2) Given the reactants C(=O)([O-])[O-].[K+].[K+].[Cl:7][C:8]1[CH:9]=[CH:10][C:11]([O:15][CH3:16])=[C:12]([SH:14])[CH:13]=1.[CH2:17]([S:19]([C:22]1[CH:27]=[CH:26][C:25](Br)=[CH:24][CH:23]=1)(=[O:21])=[O:20])[CH3:18], predict the reaction product. The product is: [Cl:7][C:8]1[CH:9]=[CH:10][C:11]([O:15][CH3:16])=[C:12]([S:14][C:25]2[CH:24]=[CH:23][C:22]([S:19]([CH2:17][CH3:18])(=[O:21])=[O:20])=[CH:27][CH:26]=2)[CH:13]=1. (3) Given the reactants [P:1]([O-:16])([O:9][C:10]1[CH:15]=[CH:14][CH:13]=[CH:12][CH:11]=1)[O:2][C:3]1[CH:8]=[CH:7][CH:6]=[CH:5][CH:4]=1.C1COCC1.[CH3:22][C:23]([CH3:25])=[O:24], predict the reaction product. The product is: [O:2]([P:1]([C:23]([OH:24])([CH3:25])[CH3:22])([O:9][C:10]1[CH:15]=[CH:14][CH:13]=[CH:12][CH:11]=1)=[O:16])[C:3]1[CH:4]=[CH:5][CH:6]=[CH:7][CH:8]=1. (4) The product is: [CH3:20][N:21]1[C:25]([C:2]2[CH:3]=[C:4]([C:10]([O:12][CH3:13])=[O:11])[S:5][C:6]=2[CH2:7][CH2:8][CH3:9])=[CH:24][CH:23]=[N:22]1. Given the reactants Br[C:2]1[CH:3]=[C:4]([C:10]([O:12][CH3:13])=[O:11])[S:5][C:6]=1[CH2:7][CH2:8][CH3:9].C(=O)([O-])[O-].[K+].[K+].[CH3:20][N:21]1[C:25](B2OC(C)(C)C(C)(C)O2)=[CH:24][CH:23]=[N:22]1, predict the reaction product.